This data is from Reaction yield outcomes from USPTO patents with 853,638 reactions. The task is: Predict the reaction yield, written as a fraction of the theoretical maximum amount of product (1.0 means a 100% yield; for example, 0.34 means a 34% yield). (1) The reactants are [Cl:1][C:2]1[CH:7]=[CH:6][C:5]([CH3:8])=[CH:4][C:3]=1[O:9][CH3:10].C1C(=O)N([Br:18])C(=O)C1.CC(N=NC(C#N)(C)C)(C#N)C. The catalyst is C(Cl)(Cl)(Cl)Cl. The product is [Br:18][CH2:8][C:5]1[CH:6]=[CH:7][C:2]([Cl:1])=[C:3]([O:9][CH3:10])[CH:4]=1. The yield is 0.920. (2) The reactants are Br[CH2:2][C:3]1[CH:7]=[CH:6][S:5][C:4]=1[C:8]1[C:12]2[CH:13]=[C:14]([N:17]3[C:22](=[O:23])[CH:21]=[C:20]([C:24]([F:27])([F:26])[F:25])[N:19]([CH3:28])[C:18]3=[O:29])[CH:15]=[CH:16][C:11]=2[S:10][N:9]=1.CS(C)=[O:32].N([O-])=O.[Na+].Cl. The catalyst is O.C(O)(=O)C. The product is [OH:32][CH2:2][C:3]1[CH:7]=[CH:6][S:5][C:4]=1[C:8]1[C:12]2[CH:13]=[C:14]([N:17]3[C:22](=[O:23])[CH:21]=[C:20]([C:24]([F:27])([F:26])[F:25])[N:19]([CH3:28])[C:18]3=[O:29])[CH:15]=[CH:16][C:11]=2[S:10][N:9]=1. The yield is 0.383.